Predict the reactants needed to synthesize the given product. From a dataset of Full USPTO retrosynthesis dataset with 1.9M reactions from patents (1976-2016). (1) Given the product [Cl:24][C:23]1[CH:22]=[N+:21]([O-:25])[CH:20]=[C:19]([Cl:26])[C:18]=1[CH2:17][C@@H:16]([C:27]1[CH:32]=[CH:31][C:30]([O:33][CH:34]([F:35])[F:36])=[C:29]([O:37][CH2:38][CH:39]2[CH2:40][CH2:41]2)[CH:28]=1)[O:15][C:13](=[O:14])[CH2:12][N:5]1[C:4](=[O:42])[C:3]2[C:7](=[CH:8][CH:9]=[CH:10][C:2]=2[NH:1][C:46](=[O:47])[CH2:45][O:44][CH3:43])[C:6]1=[O:11], predict the reactants needed to synthesize it. The reactants are: [NH2:1][C:2]1[CH:10]=[CH:9][CH:8]=[C:7]2[C:3]=1[C:4](=[O:42])[N:5]([CH2:12][C:13]([O:15][C@H:16]([C:27]1[CH:32]=[CH:31][C:30]([O:33][CH:34]([F:36])[F:35])=[C:29]([O:37][CH2:38][CH:39]3[CH2:41][CH2:40]3)[CH:28]=1)[CH2:17][C:18]1[C:23]([Cl:24])=[CH:22][N+:21]([O-:25])=[CH:20][C:19]=1[Cl:26])=[O:14])[C:6]2=[O:11].[CH3:43][O:44][CH2:45][C:46](Cl)=[O:47]. (2) Given the product [Cl:25][C:26]1[CH:27]=[CH:28][C:29]2[CH:30]([CH3:38])[CH:31]3[CH2:37][NH:36][CH2:35][CH:32]3[C:33]=2[CH:34]=1, predict the reactants needed to synthesize it. The reactants are: C(OC(OC(C)(C)C)=O)(OC(C)(C)C)=O.CCN(C(C)C)C(C)C.[Cl:25][C:26]1[CH:27]=[CH:28][C:29]2[C:30](=[CH2:38])[CH:31]3[CH2:37][NH:36][CH2:35][CH:32]3[C:33]=2[CH:34]=1. (3) Given the product [C:1]([O:5][C:6]([N:8]1[C:16]2[CH:15]=[C:14]([C:17](=[O:30])[C:19]3[CH:24]=[CH:23][CH:22]=[CH:21][CH:20]=3)[N:13]=[CH:12][C:11]=2[C:10]([CH3:26])([CH3:25])[CH2:9]1)=[O:7])([CH3:4])([CH3:3])[CH3:2], predict the reactants needed to synthesize it. The reactants are: [C:1]([O:5][C:6]([N:8]1[C:16]2[CH:15]=[C:14]([C:17]([C:19]3[CH:24]=[CH:23][CH:22]=[CH:21][CH:20]=3)=C)[N:13]=[CH:12][C:11]=2[C:10]([CH3:26])([CH3:25])[CH2:9]1)=[O:7])([CH3:4])([CH3:3])[CH3:2].C1C[O:30]CC1. (4) Given the product [Br:1][C:2]1[C:3]([C:15]([O:16][CH2:22][CH3:23])=[O:25])=[CH:4][C:5]2[CH2:6][CH2:7][CH2:8][C:9](=[O:12])[C:10]=2[CH:11]=1, predict the reactants needed to synthesize it. The reactants are: [Br:1][C:2]1[CH:11]=[C:10]2[C:5]([CH2:6][CH2:7][CH2:8][C:9]2=[O:12])=[CH:4][C:3]=1I.C[CH2:15][OH:16].C(N([CH2:22][CH3:23])CC)C.[C]=[O:25]. (5) Given the product [CH3:34][CH:35]1[CH2:40][NH:39][C:38](=[O:41])[CH2:37][N:36]1[CH2:6][C@H:7]1[CH2:12][N:11]([S:13]([C:16]2[S:17][CH:18]=[CH:19][CH:20]=2)(=[O:14])=[O:15])[CH2:10][CH2:9][N:8]1[C:21]1[CH:26]=[CH:25][C:24]([C:27]([OH:33])([CH3:32])[C:28]([F:29])([F:31])[F:30])=[CH:23][CH:22]=1, predict the reactants needed to synthesize it. The reactants are: CS(O[CH2:6][C@H:7]1[CH2:12][N:11]([S:13]([C:16]2[S:17][CH:18]=[CH:19][CH:20]=2)(=[O:15])=[O:14])[CH2:10][CH2:9][N:8]1[C:21]1[CH:26]=[CH:25][C:24]([C:27]([OH:33])([CH3:32])[C:28]([F:31])([F:30])[F:29])=[CH:23][CH:22]=1)(=O)=O.[CH3:34][CH:35]1[CH2:40][NH:39][C:38](=[O:41])[CH2:37][NH:36]1.C(=O)([O-])[O-].[K+].[K+]. (6) Given the product [CH3:1][O:2][C:3](=[O:12])[CH2:4][CH2:5][CH2:6][CH:7]([NH:26][C:13](=[O:23])[C:14]1[CH:19]=[CH:18][CH:17]=[CH:16][C:15]=1[O:20][CH3:21])[C:8](=[O:11])[CH3:9].[CH3:1][O:2][C:3](=[O:12])[CH2:4][CH2:5][CH2:6][CH2:7][C:8](=[O:11])[CH2:9][NH:10][C:13](=[O:22])[C:14]1[CH:19]=[CH:18][CH:17]=[CH:16][C:15]=1[O:20][CH3:21], predict the reactants needed to synthesize it. The reactants are: [CH3:1][O:2][C:3](=[O:12])[CH2:4][CH2:5][CH2:6][CH2:7][C:8](=[O:11])[CH2:9][NH2:10].[C:13]([OH:23])(=[O:22])[C:14]1[C:15]([O:20][CH3:21])=[CH:16][CH:17]=[CH:18][CH:19]=1.Cl.C[N:26](CCCN=C=NCC)C.O.ON1C2C=CC=CC=2N=N1.C(N(CC)C(C)C)(C)C. (7) Given the product [ClH:42].[CH2:1]([C:5]1[CH:6]=[CH:7][C:8]([C:11]#[C:12][C:13]2[CH:39]=[CH:38][C:16]([CH2:17][N:18]([CH2:32][CH2:33][CH2:34][CH2:35][CH2:36][CH3:37])[C:19]3[CH:31]=[CH:30][C:22]([OH:23])=[C:21]([CH:20]=3)[C:26]([OH:27])=[O:25])=[CH:15][CH:14]=2)=[CH:9][CH:10]=1)[CH2:2][CH2:3][CH3:4], predict the reactants needed to synthesize it. The reactants are: [CH2:1]([C:5]1[CH:10]=[CH:9][C:8]([C:11]#[C:12][C:13]2[CH:39]=[CH:38][C:16]([CH2:17][N:18]([CH2:32][CH2:33][CH2:34][CH2:35][CH2:36][CH3:37])[C:19]3[CH:31]=[CH:30][C:22]4[O:23]C(C)(C)[O:25][C:26](=[O:27])[C:21]=4[CH:20]=3)=[CH:15][CH:14]=2)=[CH:7][CH:6]=1)[CH2:2][CH2:3][CH3:4].[OH-].[Na+].[ClH:42]. (8) Given the product [O:19]=[C:17]1[O:16][CH2:15][C@:14]2([CH2:20][CH2:21][C@H:12]([C:9]3[CH:10]=[C:11]4[C:6](=[CH:7][CH:8]=3)[CH2:5][CH:4]([C:22]([O:24][CH3:25])=[O:23])[CH2:3][CH2:2]4)[CH2:13]2)[NH:18]1, predict the reactants needed to synthesize it. The reactants are: O=[C:2]1[C:11]2[C:6](=[CH:7][CH:8]=[C:9]([C@H:12]3[CH2:21][CH2:20][C@@:14]4([NH:18][C:17](=[O:19])[O:16][CH2:15]4)[CH2:13]3)[CH:10]=2)[CH2:5][CH:4]([C:22]([O:24][CH3:25])=[O:23])[CH2:3]1.CO.